Dataset: TCR-epitope binding with 47,182 pairs between 192 epitopes and 23,139 TCRs. Task: Binary Classification. Given a T-cell receptor sequence (or CDR3 region) and an epitope sequence, predict whether binding occurs between them. The epitope is SGPLKAEIAQRLED. The TCR CDR3 sequence is CASSLRYRGRWSNEQFF. Result: 0 (the TCR does not bind to the epitope).